Dataset: CYP2C19 inhibition data for predicting drug metabolism from PubChem BioAssay. Task: Regression/Classification. Given a drug SMILES string, predict its absorption, distribution, metabolism, or excretion properties. Task type varies by dataset: regression for continuous measurements (e.g., permeability, clearance, half-life) or binary classification for categorical outcomes (e.g., BBB penetration, CYP inhibition). Dataset: cyp2c19_veith. The compound is CN=C(NC#N)NCCSCc1nc[nH]c1C. The result is 1 (inhibitor).